Dataset: Peptide-MHC class I binding affinity with 185,985 pairs from IEDB/IMGT. Task: Regression. Given a peptide amino acid sequence and an MHC pseudo amino acid sequence, predict their binding affinity value. This is MHC class I binding data. (1) The peptide sequence is GEHVPEIIL. The MHC is HLA-B40:01 with pseudo-sequence HLA-B40:01. The binding affinity (normalized) is 0.936. (2) The peptide sequence is NMGLKFRQL. The MHC is HLA-A02:01 with pseudo-sequence HLA-A02:01. The binding affinity (normalized) is 0.